This data is from Reaction yield outcomes from USPTO patents with 853,638 reactions. The task is: Predict the reaction yield, written as a fraction of the theoretical maximum amount of product (1.0 means a 100% yield; for example, 0.34 means a 34% yield). (1) The reactants are OS(O)(=O)=O.[CH3:6][N:7]1[CH2:12][CH:11]=[C:10]([C:13]2[C:21]3[C:16](=[CH:17][CH:18]=[C:19]([C:22]([NH2:24])=O)[CH:20]=3)[NH:15][CH:14]=2)[CH2:9][CH2:8]1. The catalyst is C(O)C. The product is [CH3:6][N:7]1[CH2:8][CH:9]=[C:10]([C:13]2[C:21]3[C:16](=[CH:17][CH:18]=[C:19]([C:22]#[N:24])[CH:20]=3)[NH:15][CH:14]=2)[CH2:11][CH2:12]1. The yield is 0.186. (2) The reactants are [C:1]([N:5]1[CH2:8][CH:7]([N:9]2[CH2:14][CH2:13][N:12]([C:15]([O:17]C(C)(C)C)=O)[CH2:11][CH:10]2[C:22](=[O:24])[NH2:23])[CH2:6]1)(=[O:4])[CH:2]=[CH2:3].[Cl:25][C:26]1[C:31]([CH:32]2[CH2:34][CH2:33]2)=[CH:30][C:29]([NH:35][CH2:36]C(O)=O)=[C:28]([OH:40])[CH:27]=1.F[P-](F)(F)(F)(F)F.N1(O[P+](N(C)C)(N(C)C)N(C)C)C2C=CC=CC=2N=N1.C([O-])([O-])=O.[K+].[K+]. The catalyst is Cl.CO.CN(C=O)C. The product is [C:1]([N:5]1[CH2:6][CH:7]([N:9]2[CH2:14][CH2:13][N:12]([C:15](=[O:17])[CH2:36][NH:35][C:29]3[CH:30]=[C:31]([CH:32]4[CH2:33][CH2:34]4)[C:26]([Cl:25])=[CH:27][C:28]=3[OH:40])[CH2:11][CH:10]2[C:22]([NH2:23])=[O:24])[CH2:8]1)(=[O:4])[CH:2]=[CH2:3]. The yield is 0.750. (3) The reactants are [C:1]([O:5][C:6]([NH:8][C:9]1[CH:14]=[CH:13][C:12]([S:15][C:16]2[CH:24]=[CH:23][C:19]([C:20](O)=[O:21])=[CH:18][C:17]=2[NH:25][C:26]2[C:27]3[CH:35]=[CH:34][C:33]([CH:36]([CH3:38])[CH3:37])=[N:32][C:28]=3[N:29]=[CH:30][N:31]=2)=[CH:11][CH:10]=1)=[O:7])([CH3:4])([CH3:3])[CH3:2].F[B-](F)(F)F.N1(OC(N(C)C)=[N+](C)C)[C:48]2[CH:49]=[CH:50][CH:51]=[CH:52][C:47]=2N=N1.[CH:61]([N:64](CC)C(C)C)(C)[CH3:62].O(C(C)C)C(C)C. The catalyst is CS(C)=O.O. The product is [C:1]([O:5][C:6](=[O:7])[NH:8][C:9]1[CH:14]=[CH:13][C:12]([S:15][C:16]2[CH:24]=[CH:23][C:19]([C:20](=[O:21])[NH:64][C@H:61]([C:47]3[CH:48]=[CH:49][CH:50]=[CH:51][CH:52]=3)[CH3:62])=[CH:18][C:17]=2[NH:25][C:26]2[C:27]3[CH:35]=[CH:34][C:33]([CH:36]([CH3:37])[CH3:38])=[N:32][C:28]=3[N:29]=[CH:30][N:31]=2)=[CH:11][CH:10]=1)([CH3:3])([CH3:4])[CH3:2]. The yield is 0.770. (4) The reactants are COC1C=CN=CC=1[C:9]#[C:10][C:11]1[CH:16]=[CH:15][C:14]([C:17]2([NH:21][C:22](=[O:28])[O:23][C:24]([CH3:27])([CH3:26])[CH3:25])[CH2:20][CH2:19][CH2:18]2)=[CH:13][CH:12]=1.Br[C:30]1[CH:35]=[CH:34][N:33]=[CH:32][C:31]=1[O:36][CH3:37]. No catalyst specified. The product is [CH3:37][O:36][C:31]1[CH:32]=[N:33][CH:34]=[CH:35][C:30]=1[C:9]#[C:10][C:11]1[CH:16]=[CH:15][C:14]([C:17]2([NH:21][C:22](=[O:28])[O:23][C:24]([CH3:27])([CH3:25])[CH3:26])[CH2:20][CH2:19][CH2:18]2)=[CH:13][CH:12]=1. The yield is 0.360. (5) The reactants are [F:1][C:2]1[CH:3]=[C:4]([CH:6]=[CH:7][C:8]=1[O:9][C:10]1[CH:15]=[CH:14][N:13]=[C:12]2[CH:16]=[C:17]([C:19]3[N:20]=[CH:21][N:22]([CH2:24][CH2:25][CH3:26])[CH:23]=3)[S:18][C:11]=12)[NH2:5].[F:27][C:28]1[CH:33]=[CH:32][CH:31]=[CH:30][C:29]=1[NH:34][C:35](=[O:40])[CH2:36][C:37](O)=[O:38].C(Cl)CCl.C1C=CC2N(O)N=NC=2C=1. The catalyst is CN(C=O)C. The product is [F:1][C:2]1[CH:3]=[C:4]([NH:5][C:37](=[O:38])[CH2:36][C:35]([NH:34][C:29]2[CH:30]=[CH:31][CH:32]=[CH:33][C:28]=2[F:27])=[O:40])[CH:6]=[CH:7][C:8]=1[O:9][C:10]1[CH:15]=[CH:14][N:13]=[C:12]2[CH:16]=[C:17]([C:19]3[N:20]=[CH:21][N:22]([CH2:24][CH2:25][CH3:26])[CH:23]=3)[S:18][C:11]=12. The yield is 0.360. (6) The reactants are Cl[C:2]1[CH:3]=[C:4]([C:28]2[CH:32]=[CH:31][NH:30][N:29]=2)[C:5]2[N:6]([C:8]([C:22]3[CH:27]=[CH:26][CH:25]=[CH:24][CH:23]=3)=[C:9]([C:11]3[CH:16]=[CH:15][C:14]([C:17]4([NH2:21])[CH2:20][CH2:19][CH2:18]4)=[CH:13][CH:12]=3)[N:10]=2)[N:7]=1.[CH3:33][O-:34].[Na+].O. The catalyst is CO. The product is [CH3:33][O:34][C:2]1[CH:3]=[C:4]([C:28]2[CH:32]=[CH:31][NH:30][N:29]=2)[C:5]2[N:6]([C:8]([C:22]3[CH:27]=[CH:26][CH:25]=[CH:24][CH:23]=3)=[C:9]([C:11]3[CH:16]=[CH:15][C:14]([C:17]4([NH2:21])[CH2:20][CH2:19][CH2:18]4)=[CH:13][CH:12]=3)[N:10]=2)[N:7]=1. The yield is 0.360. (7) The reactants are [Cl:1][C:2]1[C:3]([O:12][C:13]2[CH:18]=[C:17]([O:19][CH2:20][CH2:21][O:22][CH3:23])[CH:16]=[CH:15][C:14]=2[CH2:24][CH2:25][CH2:26][OH:27])=[N:4][CH:5]=[C:6]([C:8]([F:11])([F:10])[F:9])[CH:7]=1.Cl[S:29]([N:32]=[C:33]=[O:34])(=[O:31])=[O:30].[CH:35]([O:38][CH2:39][CH2:40][NH2:41])([CH3:37])[CH3:36].Cl. The catalyst is ClCCl.C(OCC)(=O)C.N1C=CC=CC=1. The product is [CH:35]([O:38][CH2:39][CH2:40][NH:41][S:29]([NH:32][C:33](=[O:34])[O:27][CH2:26][CH2:25][CH2:24][C:14]1[CH:15]=[CH:16][C:17]([O:19][CH2:20][CH2:21][O:22][CH3:23])=[CH:18][C:13]=1[O:12][C:3]1[C:2]([Cl:1])=[CH:7][C:6]([C:8]([F:9])([F:11])[F:10])=[CH:5][N:4]=1)(=[O:31])=[O:30])([CH3:37])[CH3:36]. The yield is 0.970.